Predict the product of the given reaction. From a dataset of Forward reaction prediction with 1.9M reactions from USPTO patents (1976-2016). (1) Given the reactants [Br:1][C:2]1[CH:7]=[CH:6][C:5]([N+:8]([O-:10])=[O:9])=[C:4](F)[CH:3]=1.C(N(C(C)C)CC)(C)C.[CH2:21]([NH2:28])[C:22]1[CH:27]=[CH:26][CH:25]=[CH:24][CH:23]=1.O, predict the reaction product. The product is: [CH2:21]([NH:28][C:4]1[CH:3]=[C:2]([Br:1])[CH:7]=[CH:6][C:5]=1[N+:8]([O-:10])=[O:9])[C:22]1[CH:27]=[CH:26][CH:25]=[CH:24][CH:23]=1. (2) Given the reactants [Br:1][C:2]1[CH:3]=[N:4][C:5](Cl)=[N:6][CH:7]=1.[NH:9]1[CH2:13][CH2:12][CH2:11][C:10]1=[O:14].C([O-])([O-])=O.[K+].[K+].O, predict the reaction product. The product is: [Br:1][C:2]1[CH:3]=[N:4][C:5]([N:9]2[CH2:13][CH2:12][CH2:11][C:10]2=[O:14])=[N:6][CH:7]=1.